From a dataset of Catalyst prediction with 721,799 reactions and 888 catalyst types from USPTO. Predict which catalyst facilitates the given reaction. Reactant: [CH:1]12CC3CC(CC(C3)C1)C2.[C:11]12([CH2:21][C:22]([NH:24][CH2:25][C:26]3[CH:31]=[CH:30][C:29]([CH3:32])=[CH:28][CH:27]=3)=[O:23])[CH2:20][CH:15]3[CH2:16][CH:17]([CH2:19][CH:13]([CH2:14]3)[CH2:12]1)[CH2:18]2.[H-].[Na+].CI. Product: [C:11]12([CH2:21][C:22]([N:24]([CH3:1])[CH2:25][C:26]3[CH:27]=[CH:28][C:29]([CH3:32])=[CH:30][CH:31]=3)=[O:23])[CH2:18][CH:17]3[CH2:16][CH:15]([CH2:14][CH:13]([CH2:19]3)[CH2:12]1)[CH2:20]2. The catalyst class is: 3.